This data is from Full USPTO retrosynthesis dataset with 1.9M reactions from patents (1976-2016). The task is: Predict the reactants needed to synthesize the given product. (1) Given the product [C:1]([O:5][C:6]([N:8]1[CH2:13][CH2:12][CH2:11][CH:10]([C:14]2[S:16][CH:21]=[C:19]([CH2:18][Cl:17])[N:15]=2)[CH2:9]1)=[O:7])([CH3:4])([CH3:2])[CH3:3], predict the reactants needed to synthesize it. The reactants are: [C:1]([O:5][C:6]([N:8]1[CH2:13][CH2:12][CH2:11][CH:10]([C:14](=[S:16])[NH2:15])[CH2:9]1)=[O:7])([CH3:4])([CH3:3])[CH3:2].[Cl:17][CH2:18][C:19]([CH2:21]Cl)=O.[O-]S([O-])(=O)=O.[Mg+2]. (2) Given the product [CH3:1][NH:2][C:3]1[C:8]([NH:9][C:23]([C:22]2[C:17]([S:16][CH2:14][CH3:15])=[N:18][CH:19]=[N:20][CH:21]=2)=[O:24])=[CH:7][C:6]([C:10]([F:13])([F:11])[F:12])=[CH:5][N:4]=1, predict the reactants needed to synthesize it. The reactants are: [CH3:1][NH:2][C:3]1[C:8]([NH2:9])=[CH:7][C:6]([C:10]([F:13])([F:12])[F:11])=[CH:5][N:4]=1.[CH2:14]([S:16][C:17]1[C:22]([C:23](O)=[O:24])=[CH:21][N:20]=[CH:19][N:18]=1)[CH3:15].CCN=C=NCCCN(C)C.Cl.N1C=CC=CC=1.